Dataset: NCI-60 drug combinations with 297,098 pairs across 59 cell lines. Task: Regression. Given two drug SMILES strings and cell line genomic features, predict the synergy score measuring deviation from expected non-interaction effect. (1) Drug 1: C1CN1P(=S)(N2CC2)N3CC3. Drug 2: CC1=C(N=C(N=C1N)C(CC(=O)N)NCC(C(=O)N)N)C(=O)NC(C(C2=CN=CN2)OC3C(C(C(C(O3)CO)O)O)OC4C(C(C(C(O4)CO)O)OC(=O)N)O)C(=O)NC(C)C(C(C)C(=O)NC(C(C)O)C(=O)NCCC5=NC(=CS5)C6=NC(=CS6)C(=O)NCCC[S+](C)C)O. Cell line: RXF 393. Synergy scores: CSS=13.0, Synergy_ZIP=-4.42, Synergy_Bliss=-0.358, Synergy_Loewe=-11.0, Synergy_HSA=-1.09. (2) Drug 1: C1CC(=O)NC(=O)C1N2CC3=C(C2=O)C=CC=C3N. Drug 2: C1C(C(OC1N2C=NC3=C2NC=NCC3O)CO)O. Cell line: HS 578T. Synergy scores: CSS=-1.32, Synergy_ZIP=0.838, Synergy_Bliss=-2.10, Synergy_Loewe=-2.40, Synergy_HSA=-3.23. (3) Drug 1: CC12CCC(CC1=CCC3C2CCC4(C3CC=C4C5=CN=CC=C5)C)O. Drug 2: CC1=C(C=C(C=C1)C(=O)NC2=CC(=CC(=C2)C(F)(F)F)N3C=C(N=C3)C)NC4=NC=CC(=N4)C5=CN=CC=C5. Cell line: U251. Synergy scores: CSS=6.24, Synergy_ZIP=-1.25, Synergy_Bliss=0.302, Synergy_Loewe=-1.30, Synergy_HSA=-1.69. (4) Cell line: NCI-H322M. Synergy scores: CSS=43.7, Synergy_ZIP=-1.61, Synergy_Bliss=0.799, Synergy_Loewe=-3.74, Synergy_HSA=1.24. Drug 1: CN1CCC(CC1)COC2=C(C=C3C(=C2)N=CN=C3NC4=C(C=C(C=C4)Br)F)OC. Drug 2: C1=NC2=C(N=C(N=C2N1C3C(C(C(O3)CO)O)F)Cl)N.